This data is from Forward reaction prediction with 1.9M reactions from USPTO patents (1976-2016). The task is: Predict the product of the given reaction. The product is: [CH2:35]([N:32]1[CH:33]=[N:34][C:30]([C:26]2[CH:25]=[C:24]([CH:29]=[CH:28][CH:27]=2)[CH2:23][C:18]2[C:19](=[O:22])[CH:20]=[CH:21][N:16]([C:14]3[CH:13]=[N:12][N:11]([CH2:10][CH2:9][OH:8])[CH:15]=3)[N:17]=2)=[N:31]1)[CH3:36]. Given the reactants C([O:8][CH2:9][CH2:10][N:11]1[CH:15]=[C:14]([N:16]2[CH:21]=[CH:20][C:19](=[O:22])[C:18]([CH2:23][C:24]3[CH:29]=[CH:28][CH:27]=[C:26]([C:30]4[N:34]=[CH:33][N:32]([CH2:35][CH3:36])[N:31]=4)[CH:25]=3)=[N:17]2)[CH:13]=[N:12]1)C1C=CC=CC=1.B(Br)(Br)Br, predict the reaction product.